This data is from Full USPTO retrosynthesis dataset with 1.9M reactions from patents (1976-2016). The task is: Predict the reactants needed to synthesize the given product. (1) Given the product [Cl:42][C:43]1[CH:49]=[C:48]([Cl:50])[C:47]([O:51][CH3:52])=[CH:46][C:44]=1[NH:45][C:27]1[C:36]2[C:31](=[CH:32][C:33]([O:40][CH3:41])=[C:34]([NH2:37])[CH:35]=2)[N:30]=[CH:29][N:28]=1, predict the reactants needed to synthesize it. The reactants are: ClC1C=C(NC2C3C(=CC(OCCOC)=C(N)C=3)N=CN=2)C=CC=1F.Cl[C:27]1[C:36]2[C:31](=[CH:32][C:33]([O:40][CH3:41])=[C:34]([N+:37]([O-])=O)[CH:35]=2)[N:30]=[CH:29][N:28]=1.[Cl:42][C:43]1[CH:49]=[C:48]([Cl:50])[C:47]([O:51][CH3:52])=[CH:46][C:44]=1[NH2:45]. (2) Given the product [Br:6][C:7]1[CH:12]=[CH:11][CH:10]=[C:9]([O:5][CH:1]2[CH2:4][CH2:3][CH2:2]2)[N:8]=1, predict the reactants needed to synthesize it. The reactants are: [CH:1]1([OH:5])[CH2:4][CH2:3][CH2:2]1.[Br:6][C:7]1[CH:12]=[CH:11][CH:10]=[C:9](Br)[N:8]=1. (3) Given the product [CH3:1][O:2][C:3](=[O:30])[CH2:4][CH2:5][C@H:6]([C@@H:8]1[C@:25]2([CH3:26])[C@H:11]([C@H:12]3[C@H:22]([CH2:23][CH2:24]2)[C@:20]2([CH3:21])[C:15]([C:16]([CH3:29])([CH3:28])[C@@H:17]([OH:27])[CH2:18][CH2:19]2)=[CH:14][CH2:13]3)[CH2:10][CH2:9]1)[CH3:7], predict the reactants needed to synthesize it. The reactants are: [CH3:1][O:2][C:3](=[O:30])[CH2:4][CH2:5][C@H:6]([C@@H:8]1[C@:25]2([CH3:26])[C@H:11]([C@H:12]3[C@H:22]([CH2:23][CH2:24]2)[C@:20]2([CH3:21])[C:15]([C:16]([CH3:29])([CH3:28])[C:17](=[O:27])[CH2:18][CH2:19]2)=[CH:14][CH2:13]3)[CH2:10][CH2:9]1)[CH3:7].[BH4-].[Na+]. (4) Given the product [Cl:1][C:2]1[CH:3]=[C:4]([C@H:9]2[C:18]3[C:13](=[CH:14][CH:15]=[CH:16][CH:17]=3)[CH:12]=[C:11]([CH:20]([NH:22][CH3:23])[CH3:21])[CH2:10]2)[CH:5]=[CH:6][C:7]=1[Cl:8], predict the reactants needed to synthesize it. The reactants are: [Cl:1][C:2]1[CH:3]=[C:4]([C@H:9]2[C:18]3[C:13](=[CH:14][CH:15]=[CH:16][CH:17]=3)[CH:12](O)[CH:11]([CH:20]([NH:22][CH3:23])[CH3:21])[CH2:10]2)[CH:5]=[CH:6][C:7]=1[Cl:8].C(O)(C(F)(F)F)=O. (5) Given the product [O:6]=[C:5]1[N:20]([C@@H:18]([C:12]2[CH:17]=[CH:16][CH:15]=[CH:14][CH:13]=2)[CH3:19])[CH2:3][C@@H:2]([C:1]([O:10][CH3:11])=[O:9])[CH2:4]1.[O:6]=[C:5]1[N:20]([C@@H:18]([C:12]2[CH:17]=[CH:16][CH:15]=[CH:14][CH:13]=2)[CH3:19])[CH2:3][C@H:2]([C:1]([O:10][CH3:11])=[O:9])[CH2:4]1, predict the reactants needed to synthesize it. The reactants are: [C:1]([O:10][CH3:11])(=[O:9])[C:2]([CH2:4][C:5](OC)=[O:6])=[CH2:3].[C:12]1([C@H:18]([NH2:20])[CH3:19])[CH:17]=[CH:16][CH:15]=[CH:14][CH:13]=1.C1(C)C=CC(S(O)(=O)=O)=CC=1. (6) The reactants are: [NH2:1][C:2]1[NH:3][C:4]2[C:9]([C:10]=1[C:11]([NH2:13])=[O:12])=[CH:8][CH:7]=[CH:6][CH:5]=2.F[C:15]1[CH:20]=[CH:19][C:18]([N+:21]([O-:23])=[O:22])=[CH:17][CH:16]=1.[H-].[Na+]. Given the product [NH2:1][C:2]1[N:3]([C:15]2[CH:20]=[CH:19][C:18]([N+:21]([O-:23])=[O:22])=[CH:17][CH:16]=2)[C:4]2[C:9]([C:10]=1[C:11]([NH2:13])=[O:12])=[CH:8][CH:7]=[CH:6][CH:5]=2, predict the reactants needed to synthesize it. (7) Given the product [Cl:1][C:2]1[CH:7]=[C:6]([O:8][CH3:9])[C:5]([CH3:10])=[CH:4][C:3]=1[C:11]1[N:15]2[N:16]=[C:17]([C:20]3[CH:25]=[CH:24][C:23]([O:26][CH3:27])=[C:22]([O:28][CH3:29])[CH:21]=3)[CH:18]=[CH:19][C:14]2=[N:13][C:12]=1[CH3:30].[ClH:1], predict the reactants needed to synthesize it. The reactants are: [Cl:1][C:2]1[CH:7]=[C:6]([O:8][CH3:9])[C:5]([CH3:10])=[CH:4][C:3]=1[C:11]1[N:15]2[N:16]=[C:17]([C:20]3[CH:25]=[CH:24][C:23]([O:26][CH3:27])=[C:22]([O:28][CH3:29])[CH:21]=3)[CH:18]=[CH:19][C:14]2=[N:13][C:12]=1[CH3:30].[OH-].[Na+].O.